From a dataset of Full USPTO retrosynthesis dataset with 1.9M reactions from patents (1976-2016). Predict the reactants needed to synthesize the given product. (1) Given the product [Cl:9][C:5]1[C:4]([CH2:11][CH2:10][O:12][CH2:13][CH3:14])=[N:3][C:2]([Cl:1])=[CH:7][CH:6]=1, predict the reactants needed to synthesize it. The reactants are: [Cl:1][C:2]1[C:7](Cl)=[CH:6][C:5]([Cl:9])=[CH:4][N:3]=1.[CH2:10]([O:12][CH2:13][CH2:14]O)[CH3:11].[H-].[Na+]. (2) Given the product [N:9]1[CH:14]=[CH:13][CH:12]=[CH:11][C:10]=1[O:15][CH2:16][C@@H:17]1[CH2:22][CH2:21][C@H:20]([CH2:23][NH:24][C:6]([C:4]2[CH:3]=[N:2][NH:1][CH:5]=2)=[O:8])[CH2:19][CH2:18]1, predict the reactants needed to synthesize it. The reactants are: [NH:1]1[CH:5]=[C:4]([C:6]([OH:8])=O)[CH:3]=[N:2]1.[N:9]1[CH:14]=[CH:13][CH:12]=[CH:11][C:10]=1[O:15][CH2:16][C@@H:17]1[CH2:22][CH2:21][C@H:20]([CH2:23][NH2:24])[CH2:19][CH2:18]1.